Dataset: NCI-60 drug combinations with 297,098 pairs across 59 cell lines. Task: Regression. Given two drug SMILES strings and cell line genomic features, predict the synergy score measuring deviation from expected non-interaction effect. Drug 1: CC1=CC2C(CCC3(C2CCC3(C(=O)C)OC(=O)C)C)C4(C1=CC(=O)CC4)C. Drug 2: C1=NC2=C(N1)C(=S)N=C(N2)N. Cell line: HCC-2998. Synergy scores: CSS=17.8, Synergy_ZIP=7.92, Synergy_Bliss=1.66, Synergy_Loewe=-34.3, Synergy_HSA=-1.98.